This data is from Reaction yield outcomes from USPTO patents with 853,638 reactions. The task is: Predict the reaction yield, written as a fraction of the theoretical maximum amount of product (1.0 means a 100% yield; for example, 0.34 means a 34% yield). (1) The reactants are FC1C=C(F)C=CC=1C1C=C(CO)C(=O)N(CC(C)C)N=1.[F:22][C:23]1[CH:24]=[C:25]([C:31]2[CH:32]=[C:33]([C:38]([O:40][CH3:41])=[O:39])[C:34](=[O:37])[NH:35][N:36]=2)[CH:26]=[CH:27][C:28]=1[O:29][CH3:30].[F:42][C:43]1[CH:44]=[C:45]([CH:48]=[CH:49][C:50]=1[F:51])[CH2:46]Br. No catalyst specified. The product is [F:42][C:43]1[CH:44]=[C:45]([CH:48]=[CH:49][C:50]=1[F:51])[CH2:46][N:35]1[C:34](=[O:37])[C:33]([C:38]([O:40][CH3:41])=[O:39])=[CH:32][C:31]([C:25]2[CH:26]=[CH:27][C:28]([O:29][CH3:30])=[C:23]([F:22])[CH:24]=2)=[N:36]1. The yield is 0.921. (2) The reactants are [C:1]([O:5][C@@H:6]([C:12]1[C:41]([CH3:42])=[N:40][C:39]2=[CH:43][C:36]3=[N:37][N:38]2[C:13]=1[N:14]1[CH2:47][CH2:46][C:17]([CH3:48])([O:18][CH2:19][CH:20]=[CH:21][CH2:22][C@@H:23]([CH3:45])[O:24][C:25]2[CH:26]=[CH:27][CH:28]=[CH:29][C:30]=2[CH2:31][C:32]2[S:44][C:35]3=[N:34][CH:33]=2)[CH2:16][CH2:15]1)[C:7]([O:9]CC)=[O:8])([CH3:4])([CH3:3])[CH3:2].[H][H].[OH-].[Na+]. The catalyst is CO.[Pd]. The product is [C:1]([O:5][C@@H:6]([C:12]1[C:41]([CH3:42])=[N:40][C:39]2=[CH:43][C:36]3=[N:37][N:38]2[C:13]=1[N:14]1[CH2:15][CH2:16][C:17]([CH3:48])([O:18][CH2:19][CH2:20][CH2:21][CH2:22][C@@H:23]([CH3:45])[O:24][C:25]2[CH:26]=[CH:27][CH:28]=[CH:29][C:30]=2[CH2:31][C:32]2[S:44][C:35]3=[N:34][CH:33]=2)[CH2:46][CH2:47]1)[C:7]([OH:9])=[O:8])([CH3:4])([CH3:2])[CH3:3]. The yield is 0.585. (3) No catalyst specified. The reactants are [CH3:1][O:2][C:3]1[CH:4]=[C:5]([CH2:9][CH2:10][C:11](Cl)=[O:12])[CH:6]=[CH:7][CH:8]=1.[F:14][C:15]1[CH:21]=[CH:20][C:18]([NH2:19])=[CH:17][CH:16]=1. The product is [F:14][C:15]1[CH:21]=[CH:20][C:18]([NH:19][C:11](=[O:12])[CH2:10][CH2:9][C:5]2[CH:6]=[CH:7][CH:8]=[C:3]([O:2][CH3:1])[CH:4]=2)=[CH:17][CH:16]=1. The yield is 0.970. (4) The reactants are [C:1]([O:5][C:6]([NH:8][CH:9]([C:29]([CH3:32])([CH3:31])[CH3:30])[C:10]([N:12]1[CH2:16][CH:15]([OH:17])[CH2:14][CH:13]1[C:18]([NH:20][C:21]1([C:26]([OH:28])=[O:27])[CH2:23][CH:22]1[CH2:24][CH3:25])=[O:19])=[O:11])=[O:7])([CH3:4])([CH3:3])[CH3:2].CC([O-])(C)C.[K+].Cl[C:40]1[C:49]2[C:44](=[CH:45][C:46]([O:50][CH3:51])=[CH:47][CH:48]=2)[N:43]=[N:42][CH:41]=1. The catalyst is C1COCC1.CCOC(C)=O. The product is [C:1]([O:5][C:6]([NH:8][CH:9]([C:29]([CH3:31])([CH3:30])[CH3:32])[C:10]([N:12]1[CH2:16][CH:15]([O:17][C:40]2[C:49]3[C:44](=[CH:45][C:46]([O:50][CH3:51])=[CH:47][CH:48]=3)[N:43]=[N:42][CH:41]=2)[CH2:14][CH:13]1[C:18]([NH:20][C:21]1([C:26]([OH:28])=[O:27])[CH2:23][CH:22]1[CH2:24][CH3:25])=[O:19])=[O:11])=[O:7])([CH3:4])([CH3:2])[CH3:3]. The yield is 0.570. (5) The reactants are [CH3:1][C:2]1[NH:3][C:4](=O)[C:5]2[N:11]=[C:10]([C:12]3[CH:17]=[CH:16][C:15]([O:18][CH3:19])=[C:14]([O:20][CH3:21])[CH:13]=3)[CH:9]=[CH:8][C:6]=2[N:7]=1.N1C(C)=CC=CC=1C.O=P(Cl)(Cl)[Cl:33]. The catalyst is C1(C)C=CC=CC=1.C(OCC)(=O)C. The product is [CH3:1][C:2]1[N:3]=[C:4]([Cl:33])[C:5]2[N:11]=[C:10]([C:12]3[CH:17]=[CH:16][C:15]([O:18][CH3:19])=[C:14]([O:20][CH3:21])[CH:13]=3)[CH:9]=[CH:8][C:6]=2[N:7]=1. The yield is 0.750.